Dataset: HIV replication inhibition screening data with 41,000+ compounds from the AIDS Antiviral Screen. Task: Binary Classification. Given a drug SMILES string, predict its activity (active/inactive) in a high-throughput screening assay against a specified biological target. (1) The molecule is Cc1ccc(C(=O)Nc2ccc(CP(=O)(O)O)cc2CP(=O)(O)O)cc1NC(=O)Nc1cc(C(=O)Nc2ccc(CP(=O)(O)O)cc2CP(=O)(O)O)ccc1C. The result is 0 (inactive). (2) The compound is NNC1=Nc2cc3c(cc2C(=O)N2CC(O)CC12)OCO3. The result is 0 (inactive). (3) The compound is O=C1c2cccc3cc([N+](=O)[O-])cc(c23)C(=O)N1Cc1ccccc1. The result is 0 (inactive). (4) The compound is O=C1Nc2cc(F)ccc2C1=O. The result is 0 (inactive). (5) The compound is N#Cc1c(OCCF)c2ccccc2n2c1nc1ccccc12. The result is 0 (inactive). (6) The molecule is Oc1ccc(-c2nc(-c3cccnc3)c(-c3ccc(F)cc3)[nH]2)cc1. The result is 0 (inactive). (7) The molecule is COc1ccc(C2C3=CONC3CC3CCCCC32)cc1. The result is 0 (inactive).